This data is from Full USPTO retrosynthesis dataset with 1.9M reactions from patents (1976-2016). The task is: Predict the reactants needed to synthesize the given product. (1) Given the product [Cl:1][C:2]1[CH:3]=[CH:4][C:5]([C:8]([OH:9])([CH3:10])[C:11]([OH:13])=[O:12])=[CH:6][CH:7]=1, predict the reactants needed to synthesize it. The reactants are: [Cl:1][C:2]1[CH:7]=[CH:6][C:5]([C:8]2([C:11]([O:13]C)=[O:12])[CH2:10][O:9]2)=[CH:4][CH:3]=1.C(N)(C)C.CC(OC(OC(OC(C)(C)C)=O)=O)(C)C. (2) Given the product [C:16]([O:20][C:21]([N:23]1[CH2:28][CH2:27][CH2:26][C@H:25]([O:29][C:30]2[CH:35]=[C:34]([F:36])[CH:33]=[CH:32][C:31]=2[C:37]([OH:6])=[O:38])[CH2:24]1)=[O:22])([CH3:19])([CH3:17])[CH3:18], predict the reactants needed to synthesize it. The reactants are: Cl([O-])=O.[Na+].P([O-])(O)(O)=[O:6].[Na+].CC(=CC)C.[C:16]([O:20][C:21]([N:23]1[CH2:28][CH2:27][CH2:26][C@H:25]([O:29][C:30]2[CH:35]=[C:34]([F:36])[CH:33]=[CH:32][C:31]=2[CH:37]=[O:38])[CH2:24]1)=[O:22])([CH3:19])([CH3:18])[CH3:17]. (3) Given the product [C:7]([CH2:9][CH:10]([N:30]1[CH:34]=[C:33]([C:35]2[C:36]3[CH:43]=[CH:42][NH:41][C:37]=3[N:38]=[CH:39][N:40]=2)[CH:32]=[N:31]1)[CH2:11][N:12]1[CH2:17][CH2:16][N:15]([C:18]([C:20]2[CH:27]=[CH:26][C:23]([C:24]#[N:25])=[CH:22][C:21]=2[F:28])=[O:19])[C@H:14]([CH3:29])[CH2:13]1)#[N:8], predict the reactants needed to synthesize it. The reactants are: C(=O)([O-])[O-].[K+].[K+].[C:7]([CH:9]=[CH:10][CH2:11][N:12]1[CH2:17][CH2:16][N:15]([C:18]([C:20]2[CH:27]=[CH:26][C:23]([C:24]#[N:25])=[CH:22][C:21]=2[F:28])=[O:19])[C@H:14]([CH3:29])[CH2:13]1)#[N:8].[NH:30]1[CH:34]=[C:33]([C:35]2[C:36]3[CH:43]=[CH:42][N:41](COCC[Si](C)(C)C)[C:37]=3[N:38]=[CH:39][N:40]=2)[CH:32]=[N:31]1. (4) Given the product [Cl:3][C:4]1[N:9]=[C:8]([N:10]([CH3:29])[C:11]2[C:12]3[CH:13]=[N:14][N:15]([CH2:20][C:21]4[CH:26]=[CH:25][C:24]([O:27][CH3:28])=[CH:23][CH:22]=4)[C:16]=3[CH:17]=[CH:18][CH:19]=2)[CH:7]=[CH:6][N:5]=1, predict the reactants needed to synthesize it. The reactants are: CI.[Cl:3][C:4]1[N:9]=[C:8]([NH:10][C:11]2[C:12]3[CH:13]=[N:14][N:15]([CH2:20][C:21]4[CH:26]=[CH:25][C:24]([O:27][CH3:28])=[CH:23][CH:22]=4)[C:16]=3[CH:17]=[CH:18][CH:19]=2)[CH:7]=[CH:6][N:5]=1.[C:29](=O)([O-])[O-].[K+].[K+]. (5) Given the product [NH2:1][C:4]1[CH:9]=[CH:8][C:7]([N:10]2[CH2:15][CH2:14][N:13]([C:16]([O:18][C:19]([CH3:22])([CH3:21])[CH3:20])=[O:17])[CH2:12][CH2:11]2)=[CH:6][CH:5]=1, predict the reactants needed to synthesize it. The reactants are: [N+:1]([C:4]1[CH:9]=[CH:8][C:7]([N:10]2[CH2:15][CH2:14][N:13]([C:16]([O:18][C:19]([CH3:22])([CH3:21])[CH3:20])=[O:17])[CH2:12][CH2:11]2)=[CH:6][CH:5]=1)([O-])=O. (6) Given the product [Br:36][C:37]1[CH:42]=[CH:41][CH:40]=[CH:39][C:38]=1[S:43]([N:14]1[C:15]2[CH:16]=[CH:17][CH:18]=[CH:19][C:20]=2[C:12]2=[CH:11][O:10][C:9]([C:3]3[CH:4]=[CH:5][CH:6]=[CH:7][CH:8]=3)=[C:13]12)(=[O:45])=[O:44], predict the reactants needed to synthesize it. The reactants are: [H-].[Na+].[C:3]1([C:9]2[O:10][CH:11]=[C:12]3[C:20]4[CH:19]=[CH:18][CH:17]=[CH:16][C:15]=4[NH:14][C:13]=23)[CH:8]=[CH:7][CH:6]=[CH:5][CH:4]=1.C1OCCOCCOCCOCCOC1.[Br:36][C:37]1[CH:42]=[CH:41][CH:40]=[CH:39][C:38]=1[S:43](Cl)(=[O:45])=[O:44]. (7) Given the product [CH3:1][O:2][C:3](=[O:33])[C:4]1[CH:9]=[CH:8][CH:7]=[CH:6][C:5]=1[S:10][CH2:11][C:12]([C:14]1[CH:19]=[CH:18][CH:17]=[C:16](/[CH:20]=[CH:21]/[C:22]2[CH:31]=[CH:30][C:29]3[C:24](=[CH:25][C:26]([Cl:32])=[CH:27][CH:28]=3)[N:23]=2)[CH:15]=1)=[O:13], predict the reactants needed to synthesize it. The reactants are: [CH3:1][O:2][C:3](=[O:33])[C:4]1[CH:9]=[CH:8][CH:7]=[CH:6][C:5]=1[S:10][CH2:11][CH:12]([C:14]1[CH:19]=[CH:18][CH:17]=[C:16](/[CH:20]=[CH:21]/[C:22]2[CH:31]=[CH:30][C:29]3[C:24](=[CH:25][C:26]([Cl:32])=[CH:27][CH:28]=3)[N:23]=2)[CH:15]=1)[OH:13].[Cr](Cl)([O-])(=O)=O.[NH+]1C=CC=CC=1. (8) Given the product [Br:1][C:2]1[N:6]2[N:7]=[C:8]([NH:12][CH2:13][CH2:14][CH2:15][OH:16])[CH:9]=[CH:10][C:5]2=[N:4][CH:3]=1, predict the reactants needed to synthesize it. The reactants are: [Br:1][C:2]1[N:6]2[N:7]=[C:8](Cl)[CH:9]=[CH:10][C:5]2=[N:4][CH:3]=1.[NH2:12][CH2:13][CH2:14][CH2:15][OH:16].C(Cl)Cl.CO.[NH4+].[OH-]. (9) Given the product [Cl:38][C:35]1[CH:34]=[CH:33][C:32]([N:27]([C:28](=[O:31])[CH2:29][CH3:30])[C@H:20]2[C:21]3[C:26](=[CH:25][CH:24]=[CH:23][CH:22]=3)[N:17]([C:15]([C:12]3[CH:11]=[CH:10][C:9]([O:8][CH2:7][CH2:6][CH2:5][C:4]([OH:40])=[O:3])=[CH:14][CH:13]=3)=[O:16])[C@@H:18]([CH3:39])[CH2:19]2)=[CH:37][CH:36]=1, predict the reactants needed to synthesize it. The reactants are: C([O:3][C:4](=[O:40])[CH2:5][CH2:6][CH2:7][O:8][C:9]1[CH:14]=[CH:13][C:12]([C:15]([N:17]2[C:26]3[C:21](=[CH:22][CH:23]=[CH:24][CH:25]=3)[C@H:20]([N:27]([C:32]3[CH:37]=[CH:36][C:35]([Cl:38])=[CH:34][CH:33]=3)[C:28](=[O:31])[CH2:29][CH3:30])[CH2:19][C@@H:18]2[CH3:39])=[O:16])=[CH:11][CH:10]=1)C.C(=O)([O-])[O-].[K+].[K+].